From a dataset of Catalyst prediction with 721,799 reactions and 888 catalyst types from USPTO. Predict which catalyst facilitates the given reaction. (1) Reactant: [Cl:1][C:2]1[CH:3]=[C:4]([N+:11]([O-:13])=[O:12])[CH:5]=[C:6]2[C:10]=1[NH:9][CH2:8][CH2:7]2.ClC1C(=O)C(C#N)=C(C#N)C(=O)C=1Cl.C(Cl)(Cl)Cl. Product: [Cl:1][C:2]1[CH:3]=[C:4]([N+:11]([O-:13])=[O:12])[CH:5]=[C:6]2[C:10]=1[NH:9][CH:8]=[CH:7]2. The catalyst class is: 21. (2) Reactant: [C:1]([Si:5]([CH3:40])([CH3:39])[O:6][CH2:7][CH2:8][CH:9]([N:31]1[CH:36]=[CH:35][C:34](=O)[NH:33][C:32]1=[O:38])[CH2:10][O:11][C:12]([C:25]1[CH:30]=[CH:29][CH:28]=[CH:27][CH:26]=1)([C:19]1[CH:24]=[CH:23][CH:22]=[CH:21][CH:20]=1)[C:13]1[CH:18]=[CH:17][CH:16]=[CH:15][CH:14]=1)([CH3:4])([CH3:3])[CH3:2].C(C1C=C(C(C)C)C=C(C(C)C)C=1S(Cl)(=O)=O)(C)C.C([N:62](CC)CC)C.[OH-].[NH4+]. Product: [NH2:62][C:34]1[CH:35]=[CH:36][N:31]([CH:9]([CH2:10][O:11][C:12]([C:25]2[CH:26]=[CH:27][CH:28]=[CH:29][CH:30]=2)([C:13]2[CH:18]=[CH:17][CH:16]=[CH:15][CH:14]=2)[C:19]2[CH:20]=[CH:21][CH:22]=[CH:23][CH:24]=2)[CH2:8][CH2:7][O:6][Si:5]([C:1]([CH3:3])([CH3:4])[CH3:2])([CH3:39])[CH3:40])[C:32](=[O:38])[N:33]=1. The catalyst class is: 594. (3) Reactant: [Cl:1][C:2]1[CH:3]=[CH:4][C:5]([OH:11])=[C:6]([C:8](=O)[CH3:9])[CH:7]=1.[CH3:12][S:13]([C:16]1[CH:17]=[C:18]([CH:23]=[CH:24][CH:25]=1)[C:19]([NH:21][NH2:22])=[O:20])(=[O:15])=[O:14]. Product: [Cl:1][C:2]1[CH:3]=[CH:4][C:5]([OH:11])=[C:6](/[C:8](=[N:22]/[NH:21][C:19](=[O:20])[C:18]2[CH:23]=[CH:24][CH:25]=[C:16]([S:13]([CH3:12])(=[O:14])=[O:15])[CH:17]=2)/[CH3:9])[CH:7]=1. The catalyst class is: 130.